From a dataset of Forward reaction prediction with 1.9M reactions from USPTO patents (1976-2016). Predict the product of the given reaction. (1) Given the reactants [CH3:1][N:2]1[C:10]2[CH:9]=[CH:8][CH:7]=[C:6]([C:11](OC3C=CC=CC=3)=[O:12])[C:5]=2[C:4]2([C:31]3[C:22](=[CH:23][C:24]4[O:29][CH2:28][CH2:27][O:26][C:25]=4[CH:30]=3)[O:21][CH2:20]2)[C:3]1=[O:32].Cl.CN.C(=O)([O-])[O-].[K+].[K+].[CH3:42][N:43](C)C=O, predict the reaction product. The product is: [CH3:42][NH:43][C:11]([C:6]1[C:5]2[C:4]3([C:31]4[C:22](=[CH:23][C:24]5[O:29][CH2:28][CH2:27][O:26][C:25]=5[CH:30]=4)[O:21][CH2:20]3)[C:3](=[O:32])[N:2]([CH3:1])[C:10]=2[CH:9]=[CH:8][CH:7]=1)=[O:12]. (2) Given the reactants [C:1](=[O:8])([O:3][C:4]([CH3:7])([CH3:6])[CH3:5])[NH2:2].[OH-].[Na+].Cl[O:12]C(C)(C)C.CC[C@@H]1[C@@H]2C[C@H]([C@@H](OC3C4C(=CC=CC=4)C(O[C@@H](C4C=CN=C5C=4C=C(OC)C=C5)[C@@H]4N5C[C@H](CC)[C@@H](CC5)C4)=NN=3)C3C=CN=C4C=3C=C(OC)C=C4)N(CC2)C1.CC[C@H]1[C@H]2C[C@H]([C@H](OC3C4C(=CC=CC=4)C(O[C@H](C4C=CN=C5C=4C=C(OC)C=C5)[C@@H]4N5C[C@H](CC)[C@@H](CC5)C4)=NN=3)C3C=CN=C4C=3C=C(OC)C=C4)N(CC2)C1.[Br:133][C:134]1[CH:135]=[C:136]([CH:145]=[CH:146][CH:147]=1)/[CH:137]=[CH:138]/[C:139]1[CH:140]=[N:141][CH:142]=[CH:143][CH:144]=1, predict the reaction product. The product is: [Br:133][C:134]1[CH:135]=[C:136]([C@@H:137]([NH:2][C:1](=[O:8])[O:3][C:4]([CH3:7])([CH3:6])[CH3:5])[C@H:138]([OH:12])[C:139]2[CH:140]=[N:141][CH:142]=[CH:143][CH:144]=2)[CH:145]=[CH:146][CH:147]=1.